Task: Predict which catalyst facilitates the given reaction.. Dataset: Catalyst prediction with 721,799 reactions and 888 catalyst types from USPTO (1) Reactant: Cl[C:2]1[CH:3]=[C:4]([C:9]2[CH:14]=[CH:13][CH:12]=[C:11]([C:15]3[CH:20]=[CH:19][CH:18]=[CH:17][CH:16]=3)[CH:10]=2)[CH:5]=[CH:6][C:7]=1[CH3:8].[NH2:21][C:22]1[CH:29]=[CH:28][C:25]([C:26]#[N:27])=[CH:24][CH:23]=1.CC(C)([O-])C.[Na+]. Product: [C:15]1([C:11]2[CH:10]=[C:9]([C:4]3[CH:5]=[CH:6][C:7]([CH3:8])=[C:2]([NH:21][C:22]4[CH:29]=[CH:28][C:25]([C:26]#[N:27])=[CH:24][CH:23]=4)[CH:3]=3)[CH:14]=[CH:13][CH:12]=2)[CH:20]=[CH:19][CH:18]=[CH:17][CH:16]=1. The catalyst class is: 12. (2) Reactant: CC([O-])(C)C.[K+].[CH3:7][C:8]1[CH:13]=[CH:12][C:11]([CH2:14][C:15]([O:17][C:18]([CH3:21])([CH3:20])[CH3:19])=[O:16])=[CH:10][CH:9]=1.[CH:22]1(Br)[CH2:26][CH2:25][CH2:24][CH2:23]1. Product: [CH:22]1([CH:14]([C:11]2[CH:10]=[CH:9][C:8]([CH3:7])=[CH:13][CH:12]=2)[C:15]([O:17][C:18]([CH3:21])([CH3:20])[CH3:19])=[O:16])[CH2:26][CH2:25][CH2:24][CH2:23]1. The catalyst class is: 3.